From a dataset of Reaction yield outcomes from USPTO patents with 853,638 reactions. Predict the reaction yield, written as a fraction of the theoretical maximum amount of product (1.0 means a 100% yield; for example, 0.34 means a 34% yield). (1) The reactants are [F:1][C:2]1[N:7]=[CH:6][C:5]([NH2:8])=[CH:4][CH:3]=1.C([Mg]Cl)(C)C.[CH:14]1([C:17]2[NH:21][N:20]=[C:19]([NH:22][C:23]3[C:24]4[CH2:40][CH2:39][CH2:38][C:25]=4[N:26]=[C:27]([N:29]4[CH2:33][CH2:32][CH2:31][CH:30]4[C:34](OC)=[O:35])[N:28]=3)[CH:18]=2)[CH2:16][CH2:15]1. The catalyst is C1COCC1. The product is [CH:14]1([C:17]2[NH:21][N:20]=[C:19]([NH:22][C:23]3[C:24]4[CH2:40][CH2:39][CH2:38][C:25]=4[N:26]=[C:27]([N:29]4[CH2:33][CH2:32][CH2:31][CH:30]4[C:34]([NH:8][C:5]4[CH:6]=[N:7][C:2]([F:1])=[CH:3][CH:4]=4)=[O:35])[N:28]=3)[CH:18]=2)[CH2:16][CH2:15]1. The yield is 0.470. (2) The reactants are [H-].[Na+].[CH2:3]([O:5][C:6](=[O:12])[CH2:7][S:8]([CH3:11])(=[O:10])=[O:9])[CH3:4].[CH2:13]([O:20][C:21]1[CH:26]=[CH:25][C:24]([CH2:27][CH2:28]I)=[CH:23][CH:22]=1)[C:14]1[CH:19]=[CH:18][CH:17]=[CH:16][CH:15]=1. The catalyst is CN(C=O)C. The product is [CH2:13]([O:20][C:21]1[CH:22]=[CH:23][C:24]([CH2:27][CH2:28][CH:7]([S:8]([CH3:11])(=[O:10])=[O:9])[C:6]([O:5][CH2:3][CH3:4])=[O:12])=[CH:25][CH:26]=1)[C:14]1[CH:15]=[CH:16][CH:17]=[CH:18][CH:19]=1. The yield is 0.865. (3) The reactants are Cl.[NH2:2][CH2:3][C:4]([CH3:7])([OH:6])[CH3:5].C(N(CC)CC)C.[Cl:15][C:16]1[N:21]=[C:20](Cl)[CH:19]=[C:18]([CH2:23][O:24][CH2:25][C:26]([F:29])([F:28])[F:27])[N:17]=1. The catalyst is CO.C(#N)C. The product is [Cl:15][C:16]1[N:21]=[C:20]([NH:2][CH2:3][C:4]([CH3:7])([OH:6])[CH3:5])[CH:19]=[C:18]([CH2:23][O:24][CH2:25][C:26]([F:29])([F:27])[F:28])[N:17]=1. The yield is 0.320. (4) The reactants are BrC1C=C2C=NN(C(OCCCC)=O)C2=NC=1.[Br:18][C:19]1[CH:20]=[C:21]2[NH:27][N:26]=[CH:25][C:22]2=[N:23][CH:24]=1.[C:28](O[C:28]([O:30][C:31]([CH3:34])([CH3:33])[CH3:32])=[O:29])([O:30][C:31]([CH3:34])([CH3:33])[CH3:32])=[O:29].CCN(CC)CC.BrC1C=C2C=NN(C(OC(C)(C)C)=O)C2=NC=1. The catalyst is CN(C)C1C=CN=CC=1.C(#N)C. The product is [Br:18][C:19]1[CH:20]=[C:21]2[N:27]([C:28]([O:30][C:31]([CH3:34])([CH3:33])[CH3:32])=[O:29])[N:26]=[CH:25][C:22]2=[N:23][CH:24]=1. The yield is 0.930. (5) The reactants are [NH2:1][C:2]1[S:3][C:4]([C:12]2[CH:13]=[CH:14][C:15](=[O:20])[N:16]([CH2:18][CH3:19])[CH:17]=2)=[C:5]([C:7]2[O:8][CH:9]=[CH:10][CH:11]=2)[N:6]=1.[C:21](O)(=[O:28])[C:22]1[CH:27]=[CH:26][N:25]=[CH:24][CH:23]=1.C1CN([P+](ON2N=NC3C=CC=CC2=3)(N2CCCC2)N2CCCC2)CC1.F[P-](F)(F)(F)(F)F.C(N(CC)CC)C. The catalyst is CN(C=O)C.O. The product is [CH2:18]([N:16]1[CH:17]=[C:12]([C:4]2[S:3][C:2]([NH:1][C:21]([C:22]3[CH:27]=[CH:26][N:25]=[CH:24][CH:23]=3)=[O:28])=[N:6][C:5]=2[C:7]2[O:8][CH:9]=[CH:10][CH:11]=2)[CH:13]=[CH:14][C:15]1=[O:20])[CH3:19]. The yield is 0.250. (6) The reactants are [F:1][C:2]1[CH:7]=[CH:6][CH:5]=[C:4]([F:8])[C:3]=1[N:9]1[C:14]2[N:15]=[C:16](S(C)=O)[N:17]=[C:18]([C:19]3[CH:20]=[C:21]([CH:28]=[CH:29][C:30]=3[CH3:31])[C:22]([NH:24][CH:25]([CH3:27])[CH3:26])=[O:23])[C:13]=2[CH2:12][NH:11][C:10]1=[O:35].[CH3:36][N:37]([CH3:42])[CH2:38][CH2:39][CH2:40][NH2:41]. The catalyst is C1COCC1. The product is [F:1][C:2]1[CH:7]=[CH:6][CH:5]=[C:4]([F:8])[C:3]=1[N:9]1[C:14]2[N:15]=[C:16]([NH:41][CH2:40][CH2:39][CH2:38][N:37]([CH3:42])[CH3:36])[N:17]=[C:18]([C:19]3[CH:20]=[C:21]([CH:28]=[CH:29][C:30]=3[CH3:31])[C:22]([NH:24][CH:25]([CH3:27])[CH3:26])=[O:23])[C:13]=2[CH2:12][NH:11][C:10]1=[O:35]. The yield is 0.970. (7) The reactants are [O:1]1[C:5]2[CH:6]=[CH:7][CH:8]=[CH:9][C:4]=2[CH:3]=[C:2]1[C:10]([OH:12])=O.[NH2:13][CH2:14][CH2:15][CH2:16][CH2:17][OH:18].ON1C2C=CC=CC=2N=N1.Cl.CN(C)CCCN=C=NCC.C(N(C(C)C)CC)(C)C. The catalyst is CN(C=O)C. The product is [OH:18][CH2:17][CH2:16][CH2:15][CH2:14][NH:13][C:10]([C:2]1[O:1][C:5]2[CH:6]=[CH:7][CH:8]=[CH:9][C:4]=2[CH:3]=1)=[O:12]. The yield is 0.500. (8) The reactants are [C:1]1([C:7]2[C:11]([C:12]([F:15])([F:14])[F:13])=[C:10]([C:16](F)=[O:17])[O:9][N:8]=2)[CH:6]=[CH:5][CH:4]=[CH:3][CH:2]=1.[F:19][C:20]1[CH:21]=[C:22]([CH:27]=[CH:28][C:29]=1[CH2:30][OH:31])[C:23](=[N:25]O)[NH2:24].CCN(C(C)C)C(C)C. The catalyst is C(#N)C.ClCCl. The product is [F:19][C:20]1[CH:21]=[C:22]([C:23]2[N:25]=[C:16]([C:10]3[O:9][N:8]=[C:7]([C:1]4[CH:6]=[CH:5][CH:4]=[CH:3][CH:2]=4)[C:11]=3[C:12]([F:15])([F:14])[F:13])[O:17][N:24]=2)[CH:27]=[CH:28][C:29]=1[CH2:30][OH:31]. The yield is 0.500. (9) The reactants are Cl[C:2]1[N:7]=[C:6]([OH:8])[CH:5]=[CH:4][CH:3]=1.[CH3:9][N:10]1[CH2:15][CH2:14][NH:13][CH2:12][CH2:11]1. No catalyst specified. The product is [CH3:9][N:10]1[CH2:15][CH2:14][N:13]([C:2]2[N:7]=[C:6]([OH:8])[CH:5]=[CH:4][CH:3]=2)[CH2:12][CH2:11]1. The yield is 0.660. (10) The reactants are Br[C:2]1[CH:7]=[CH:6][C:5]([CH:8]2[O:12][CH2:11][CH2:10][O:9]2)=[C:4]([O:13][CH2:14][O:15][CH3:16])[CH:3]=1.[Li]CCCC.[O:22]=[C:23]1[CH2:28][CH2:27][N:26]([C:29]([O:31][CH2:32][C:33]2[CH:38]=[CH:37][CH:36]=[CH:35][CH:34]=2)=[O:30])[CH2:25][CH2:24]1. The catalyst is C1COCC1.CCCCCC. The product is [O:9]1[CH2:10][CH2:11][O:12][CH:8]1[C:5]1[CH:6]=[CH:7][C:2]([C:23]2([OH:22])[CH2:24][CH2:25][N:26]([C:29]([O:31][CH2:32][C:33]3[CH:38]=[CH:37][CH:36]=[CH:35][CH:34]=3)=[O:30])[CH2:27][CH2:28]2)=[CH:3][C:4]=1[O:13][CH2:14][O:15][CH3:16]. The yield is 0.540.